This data is from Forward reaction prediction with 1.9M reactions from USPTO patents (1976-2016). The task is: Predict the product of the given reaction. (1) Given the reactants [C:1]([CH2:3][NH:4][C:5]([NH:7][CH2:8][CH3:9])=[O:6])#[N:2].CC(C)([O-:13])C.[K+].[CH:16]([C:18]1[CH:36]=[CH:35][C:21]([O:22][C:23]2[CH:30]=[CH:29][C:26]([C:27]#[N:28])=[CH:25][C:24]=2[C:31]([F:34])([F:33])[F:32])=[C:20]([O:37][CH3:38])[CH:19]=1)=O.[Cl-].[NH4+], predict the reaction product. The product is: [CH2:8]([N:7]1[C:1](=[NH:2])/[C:3](=[CH:16]/[C:18]2[CH:36]=[CH:35][C:21]([O:22][C:23]3[CH:30]=[CH:29][C:26]([C:27]([NH2:28])=[O:13])=[CH:25][C:24]=3[C:31]([F:34])([F:33])[F:32])=[C:20]([O:37][CH3:38])[CH:19]=2)/[NH:4][C:5]1=[O:6])[CH3:9]. (2) Given the reactants [F:1][C:2]1[CH:3]=[C:4]2[C:13](=[CH:14][CH:15]=1)[C:12]1[CH:11]=[CH:10][CH:9]=[CH:8][C:7]=1[N:6]([S:16]([C:19]1[CH:24]=[CH:23][C:22]([O:25]C)=[CH:21][CH:20]=1)(=[O:18])=[O:17])[CH:5]2[CH3:27].C1CCCCC=1.B(Br)(Br)Br.C(=O)(O)[O-].[Na+], predict the reaction product. The product is: [F:1][C:2]1[CH:3]=[C:4]2[C:13](=[CH:14][CH:15]=1)[C:12]1[CH:11]=[CH:10][CH:9]=[CH:8][C:7]=1[N:6]([S:16]([C:19]1[CH:20]=[CH:21][C:22]([OH:25])=[CH:23][CH:24]=1)(=[O:18])=[O:17])[CH:5]2[CH3:27]. (3) Given the reactants [C:1]12([CH2:11][NH2:12])[CH2:10][CH:5]3[CH2:6][CH:7]([CH2:9][CH:3]([CH2:4]3)[CH2:2]1)[CH2:8]2.[Br:13][C:14]1[CH:22]=[CH:21][C:20]([F:23])=[CH:19][C:15]=1[C:16](O)=[O:17], predict the reaction product. The product is: [Br:13][C:14]1[CH:22]=[CH:21][C:20]([F:23])=[CH:19][C:15]=1[C:16]([NH:12][CH2:11][C:1]12[CH2:8][CH:7]3[CH2:6][CH:5]([CH2:4][CH:3]([CH2:9]3)[CH2:2]1)[CH2:10]2)=[O:17]. (4) Given the reactants [C:1]([O:5][CH2:6][CH:7]([CH2:12][CH3:13])[CH2:8][CH2:9][CH2:10][CH3:11])(=[O:4])[CH:2]=[CH2:3].[C:14]([O:18][C:19]([CH3:22])([CH3:21])[CH3:20])(=[O:17])[CH:15]=[CH2:16].O1CCOCC1.Cl, predict the reaction product. The product is: [C:1]([O:5][CH2:6][CH:7]([CH2:12][CH3:13])[CH2:8][CH2:9][CH2:10][CH3:11])(=[O:4])[CH:2]=[CH2:3].[C:14]([O:18][C:19]([CH3:22])([CH3:21])[CH3:20])(=[O:17])[CH:15]=[CH2:16]. (5) Given the reactants [Cl:1][C:2]1[CH:22]=[CH:21][C:5]([CH2:6][CH:7]2[C:16]3[C:11](=[CH:12][C:13]([O:19][CH3:20])=[C:14]([O:17][CH3:18])[CH:15]=3)[CH2:10][CH2:9][NH:8]2)=[CH:4][CH:3]=1.Br[CH2:24][C:25](Br)=[O:26].[N:28]1[CH:33]=[CH:32][CH:31]=[CH:30][C:29]=1[CH2:34][NH2:35], predict the reaction product. The product is: [Cl:1][C:2]1[CH:3]=[CH:4][C:5]([CH2:6][CH:7]2[C:16]3[C:11](=[CH:12][C:13]([O:19][CH3:20])=[C:14]([O:17][CH3:18])[CH:15]=3)[CH2:10][CH2:9][N:8]2[CH2:24][C:25]([NH:35][CH2:34][C:29]2[CH:30]=[CH:31][CH:32]=[CH:33][N:28]=2)=[O:26])=[CH:21][CH:22]=1.